Dataset: NCI-60 drug combinations with 297,098 pairs across 59 cell lines. Task: Regression. Given two drug SMILES strings and cell line genomic features, predict the synergy score measuring deviation from expected non-interaction effect. Cell line: MALME-3M. Drug 1: C1=CN(C(=O)N=C1N)C2C(C(C(O2)CO)O)O.Cl. Synergy scores: CSS=18.9, Synergy_ZIP=-4.84, Synergy_Bliss=5.00, Synergy_Loewe=-12.3, Synergy_HSA=3.24. Drug 2: CC1=C(C=C(C=C1)C(=O)NC2=CC(=CC(=C2)C(F)(F)F)N3C=C(N=C3)C)NC4=NC=CC(=N4)C5=CN=CC=C5.